Predict the product of the given reaction. From a dataset of Forward reaction prediction with 1.9M reactions from USPTO patents (1976-2016). (1) Given the reactants [CH2:1]([N:3]1[C:12]2[CH:11]=[CH:10][C:9]([C:13]#[C:14][CH2:15][N:16]3[CH2:20][CH2:19][CH2:18][CH2:17]3)=[CH:8][C:7]=2[C:6]2=[N:21][N:22](C3CCCCO3)[C:23]([CH3:24])=[C:5]2[C:4]1=[O:31])[CH3:2].Cl, predict the reaction product. The product is: [CH2:1]([N:3]1[C:12]2[CH:11]=[CH:10][C:9]([C:13]#[C:14][CH2:15][N:16]3[CH2:20][CH2:19][CH2:18][CH2:17]3)=[CH:8][C:7]=2[C:6]2=[N:21][NH:22][C:23]([CH3:24])=[C:5]2[C:4]1=[O:31])[CH3:2]. (2) Given the reactants C([O:4][C@@H:5]1[C@H:14]([O:15]C(=O)C)[C@@H:13]([O:19]C(=O)C)[C@H:12]([CH3:23])[O:11][C@H:6]1[O:7][CH2:8][C:9]#[CH:10])(=O)C.CO.[Na], predict the reaction product. The product is: [O:7]([CH2:8][C:9]#[CH:10])[C@@H:6]1[O:11][C@@H:12]([CH3:23])[C@H:13]([OH:19])[C@@H:14]([OH:15])[C@H:5]1[OH:4]. (3) Given the reactants [Cl:1][C:2]1[CH:9]=[C:8]([O:10][CH2:11][C:12]2[CH:17]=[CH:16][CH:15]=[CH:14][CH:13]=2)[CH:7]=[C:6]([Cl:18])[C:3]=1[CH:4]=[O:5].[BH4-].[Na+].[Cl-].[NH4+], predict the reaction product. The product is: [Cl:1][C:2]1[CH:9]=[C:8]([O:10][CH2:11][C:12]2[CH:17]=[CH:16][CH:15]=[CH:14][CH:13]=2)[CH:7]=[C:6]([Cl:18])[C:3]=1[CH2:4][OH:5]. (4) Given the reactants [CH3:1][O:2][C:3]1[CH:8]=[CH:7][C:6]([NH:9][C:10](=[O:15])[C:11]([CH3:14])([CH3:13])[CH3:12])=[CH:5][C:4]=1[C:16]([F:19])([F:18])[F:17].[CH2:20]([Li])CCC.CCCCCC.IC, predict the reaction product. The product is: [CH3:1][O:2][C:3]1[CH:8]=[CH:7][C:6]([NH:9][C:10](=[O:15])[C:11]([CH3:14])([CH3:13])[CH3:12])=[C:5]([CH3:20])[C:4]=1[C:16]([F:18])([F:17])[F:19]. (5) Given the reactants [CH3:1][N:2]1[C:6]([N+:7]([O-:9])=[O:8])=[CH:5][C:4]([C:10]([O-:12])=O)=[N:3]1.[NH2:13][NH2:14], predict the reaction product. The product is: [CH3:1][N:2]1[C:6]([N+:7]([O-:9])=[O:8])=[CH:5][C:4]([C:10]([NH:13][NH2:14])=[O:12])=[N:3]1. (6) Given the reactants Cl[CH2:2][CH2:3][O:4][C:5]1[C:13]2[C:8](=[N:9][CH:10]=[N:11][C:12]=2[NH:14][C:15]2[CH:20]=[CH:19][C:18]([O:21][C:22]3[CH:23]=[N:24][C:25]([CH3:28])=[CH:26][CH:27]=3)=[C:17]([CH3:29])[CH:16]=2)[NH:7][N:6]=1.[NH:30]1[CH2:34][CH2:33][CH2:32][C@H:31]1[CH2:35][OH:36], predict the reaction product. The product is: [CH3:29][C:17]1[CH:16]=[C:15]([NH:14][C:12]2[N:11]=[CH:10][N:9]=[C:8]3[NH:7][N:6]=[C:5]([O:4][CH2:3][CH2:2][N:30]4[CH2:34][CH2:33][CH2:32][C@H:31]4[CH2:35][OH:36])[C:13]=23)[CH:20]=[CH:19][C:18]=1[O:21][C:22]1[CH:23]=[N:24][C:25]([CH3:28])=[CH:26][CH:27]=1. (7) Given the reactants C([CH:8]1[C:20]2[C:21]3[N:12]([CH2:13][CH:14]([C:22]([O:24][C:25]([CH3:28])([CH3:27])[CH3:26])=[O:23])[NH:15][C:16]=3[CH:17]=[CH:18][CH:19]=2)[CH2:11][CH2:10][NH:9]1)C1C=CC=CC=1, predict the reaction product. The product is: [CH2:8]1[C:20]2[C:21]3[N:12]([CH2:13][CH:14]([C:22]([O:24][C:25]([CH3:28])([CH3:27])[CH3:26])=[O:23])[NH:15][C:16]=3[CH:17]=[CH:18][CH:19]=2)[CH2:11][CH2:10][NH:9]1.